This data is from Reaction yield outcomes from USPTO patents with 853,638 reactions. The task is: Predict the reaction yield, written as a fraction of the theoretical maximum amount of product (1.0 means a 100% yield; for example, 0.34 means a 34% yield). (1) The reactants are [N+:1]([C:4]1[CH:5]=[C:6]([CH2:10][C:11](=[O:18])[CH2:12][C:13]([O:15][CH2:16][CH3:17])=[O:14])[CH:7]=[CH:8][CH:9]=1)([O-:3])=[O:2].[BH4-].[Na+].Cl. The catalyst is CO.C(OCC)(=O)C. The product is [N+:1]([C:4]1[CH:5]=[C:6]([CH2:10][CH:11]([OH:18])[CH2:12][C:13]([O:15][CH2:16][CH3:17])=[O:14])[CH:7]=[CH:8][CH:9]=1)([O-:3])=[O:2]. The yield is 0.890. (2) The reactants are Br[C:2]1[C:3]([CH3:21])=[C:4]([N:8]2[C:12](=[O:13])[C:11]3[S:14][C:15]([C:17]([CH3:20])([CH3:19])[CH3:18])=[CH:16][C:10]=3[CH2:9]2)[CH:5]=[CH:6][CH:7]=1.[B:22]1([B:22]2[O:26][C:25]([CH3:28])([CH3:27])[C:24]([CH3:30])([CH3:29])[O:23]2)[O:26][C:25]([CH3:28])([CH3:27])[C:24]([CH3:30])([CH3:29])[O:23]1.C1(P(C2CCCCC2)C2C=CC=CC=2C2C(C(C)C)=CC(C(C)C)=CC=2C(C)C)CCCCC1.C([O-])(=O)C.[K+]. The catalyst is C1C=CC(/C=C/C(/C=C/C2C=CC=CC=2)=O)=CC=1.C1C=CC(/C=C/C(/C=C/C2C=CC=CC=2)=O)=CC=1.[Pd].O1CCOCC1. The product is [C:17]([C:15]1[S:14][C:11]2[C:12](=[O:13])[N:8]([C:4]3[CH:5]=[CH:6][CH:7]=[C:2]([B:22]4[O:26][C:25]([CH3:28])([CH3:27])[C:24]([CH3:30])([CH3:29])[O:23]4)[C:3]=3[CH3:21])[CH2:9][C:10]=2[CH:16]=1)([CH3:20])([CH3:19])[CH3:18]. The yield is 0.630. (3) The reactants are [H-].[Na+].[NH2:3][C:4]1[N:5]([CH2:18][CH3:19])[C:6]2[C:11]([C:12]=1[C:13]#[N:14])=[CH:10][CH:9]=[C:8]([N+:15]([O-:17])=[O:16])[CH:7]=2.[C:20](Cl)(=[O:22])[CH3:21]. The catalyst is O1CCOCC1. The product is [C:13]([C:12]1[C:11]2[C:6](=[CH:7][C:8]([N+:15]([O-:17])=[O:16])=[CH:9][CH:10]=2)[N:5]([CH2:18][CH3:19])[C:4]=1[NH:3][C:20](=[O:22])[CH3:21])#[N:14]. The yield is 0.710. (4) The reactants are [O:1]=[CH:2][C:3]1[CH:11]=[CH:10][C:7]([O:8][CH3:9])=[C:5]([OH:6])[CH:4]=1.C(N(C(C)C)CC)(C)C.[Si:21](Cl)([C:24]([CH3:27])([CH3:26])[CH3:25])([CH3:23])[CH3:22].O1CCCC1. The catalyst is CN(C)C=O.C(Cl)(Cl)Cl.O. The product is [Si:21]([O:6][C:5]1[CH:4]=[C:3]([CH:11]=[CH:10][C:7]=1[O:8][CH3:9])[CH:2]=[O:1])([C:24]([CH3:27])([CH3:26])[CH3:25])([CH3:23])[CH3:22]. The yield is 1.00. (5) The reactants are [NH2:1][C:2]1[C:3]([C:7](Cl)=[N:8][OH:9])=[N:4][O:5][N:6]=1.[CH3:11][O:12][CH2:13][CH2:14][NH2:15].C(N(CC)CC)C. The catalyst is C(OCC)(=O)C. The product is [NH2:1][C:2]1[C:3]([C:7](=[N:8][OH:9])[NH:15][CH2:14][CH2:13][O:12][CH3:11])=[N:4][O:5][N:6]=1. The yield is 1.19. (6) The reactants are [H-].[Na+].[N:3]1[CH:8]=[CH:7][CH:6]=[C:5]([C:9]2[NH:13][C:12]3[CH:14]=[CH:15][CH:16]=[CH:17][C:11]=3[N:10]=2)[CH:4]=1.Br[CH2:19][C:20]1[C:29]2[C:24](=[C:25]([F:30])[CH:26]=[CH:27][CH:28]=2)[NH:23][C:22](=[O:31])[CH:21]=1. The product is [F:30][C:25]1[CH:26]=[CH:27][CH:28]=[C:29]2[C:24]=1[NH:23][C:22](=[O:31])[CH:21]=[C:20]2[CH2:19][N:13]1[C:12]2[CH:14]=[CH:15][CH:16]=[CH:17][C:11]=2[N:10]=[C:9]1[C:5]1[CH:4]=[N:3][CH:8]=[CH:7][CH:6]=1. The catalyst is CN(C=O)C. The yield is 0.160. (7) The reactants are [C:1]([S-:9])(=[S:8])[C:2]1[CH:7]=[CH:6][CH:5]=[CH:4][CH:3]=1.[Na+].N([C:13]([C:20]#[N:21])([CH3:19])[CH2:14][CH2:15][C:16]([OH:18])=[O:17])=N[C:13]([C:20]#[N:21])([CH3:19])[CH2:14][CH2:15][C:16]([OH:18])=[O:17].C(SSC(=S)C1C=CC=CC=1)(=S)C1C=CC=CC=1. The catalyst is [Fe-3](C#N)(C#N)(C#N)(C#N)(C#N)C#N.[K+].[K+].[K+].C(OCC)(=O)C. The product is [C:1]([SH:9])(=[S:8])[C:2]1[CH:7]=[CH:6][CH:5]=[CH:4][CH:3]=1.[C:20]([CH:13]([CH3:19])[CH2:14][CH2:15][C:16]([OH:18])=[O:17])#[N:21]. The yield is 0.750. (8) The reactants are Cl[C:2]1[N:6]2[CH:7]=[C:8]([F:11])[CH:9]=[CH:10][C:5]2=[N:4][N:3]=1.[OH:12][C@H:13]1[CH2:17][CH2:16][NH:15][CH2:14]1.N. The catalyst is CN1C(=O)CCC1.CO.C(Cl)Cl. The product is [F:11][C:8]1[CH:9]=[CH:10][C:5]2[N:6]([C:2]([N:15]3[CH2:16][CH2:17][C@H:13]([OH:12])[CH2:14]3)=[N:3][N:4]=2)[CH:7]=1. The yield is 0.380.